This data is from Forward reaction prediction with 1.9M reactions from USPTO patents (1976-2016). The task is: Predict the product of the given reaction. Given the reactants [N:1]#[C:2][NH2:3].C(N=C=NCCCN(C)C)C.[Cl:15][C:16]1[CH:17]=[CH:18][C:19]2[N:20]([N:22]=[C:23]([C:35]3[CH:40]=[CH:39][CH:38]=[CH:37][CH:36]=3)[C:24]=2[CH2:25][C:26]2[N:31]=[C:30]([C:32](O)=[O:33])[CH:29]=[CH:28][CH:27]=2)[CH:21]=1.Cl, predict the reaction product. The product is: [Cl:15][C:16]1[CH:17]=[CH:18][C:19]2[N:20]([N:22]=[C:23]([C:35]3[CH:40]=[CH:39][CH:38]=[CH:37][CH:36]=3)[C:24]=2[CH2:25][C:26]2[N:31]=[C:30]([C:32]([NH:1][C:2]#[N:3])=[O:33])[CH:29]=[CH:28][CH:27]=2)[CH:21]=1.